From a dataset of Forward reaction prediction with 1.9M reactions from USPTO patents (1976-2016). Predict the product of the given reaction. (1) The product is: [ClH:33].[NH2:1][C@@H:4]([C@@H:20]([C:25]1[CH:26]=[C:27]([F:32])[CH:28]=[C:29]([F:31])[CH:30]=1)[C:21]([F:24])([F:23])[F:22])[C:5]([N:7]1[C@@H:11]([CH2:12][C:13]2[CH:14]=[CH:15][CH:16]=[CH:17][CH:18]=2)[CH2:10][O:9][C:8]1=[O:19])=[O:6]. Given the reactants [N:1]([C@@H:4]([C@@H:20]([C:25]1[CH:30]=[C:29]([F:31])[CH:28]=[C:27]([F:32])[CH:26]=1)[C:21]([F:24])([F:23])[F:22])[C:5]([N:7]1[C@@H:11]([CH2:12][C:13]2[CH:18]=[CH:17][CH:16]=[CH:15][CH:14]=2)[CH2:10][O:9][C:8]1=[O:19])=[O:6])=[N+]=[N-].[ClH:33], predict the reaction product. (2) Given the reactants [Li].[Br:2][C:3]1[CH:4]=[C:5]([C:14]([O-])=[CH:15][C:16](=O)[C:17]([O:19]CC)=[O:18])[CH:6]=[C:7]([O:9][C:10]([F:13])([F:12])[F:11])[CH:8]=1.ClC1C=C(C2N(C3C=CC=CN=3)N=C(C(O)=O)C=2)C=C(F)C=1.Cl.[CH3:47][O:48][C:49]1[CH:54]=[C:53]([NH:55][NH2:56])[CH:52]=[CH:51][N:50]=1, predict the reaction product. The product is: [Br:2][C:3]1[CH:4]=[C:5]([C:14]2[N:55]([C:53]3[CH:52]=[CH:51][N:50]=[C:49]([O:48][CH3:47])[CH:54]=3)[N:56]=[C:16]([C:17]([OH:19])=[O:18])[CH:15]=2)[CH:6]=[C:7]([O:9][C:10]([F:11])([F:12])[F:13])[CH:8]=1. (3) Given the reactants [NH2:1][C@@H:2]([CH2:5][CH3:6])[CH2:3][OH:4].[C:7](=O)([O:13]C(C)(C)C)[O:8][C:9]([CH3:12])([CH3:11])[CH3:10].C(N(CC)CC)C, predict the reaction product. The product is: [OH:4][CH2:3][C@@H:2]([NH:1][C:7](=[O:13])[O:8][C:9]([CH3:12])([CH3:11])[CH3:10])[CH2:5][CH3:6].